From a dataset of Reaction yield outcomes from USPTO patents with 853,638 reactions. Predict the reaction yield, written as a fraction of the theoretical maximum amount of product (1.0 means a 100% yield; for example, 0.34 means a 34% yield). (1) The reactants are [NH2:1][C@@H:2]1[CH2:5][C@H:4]([N:6]2[C:10]3=[N:11][CH:12]=[CH:13][N:14]=[C:9]3[C:8]([CH3:16])([CH3:15])[C:7]2=[O:17])[CH2:3]1.[NH:18]1[C:22]2[CH:23]=[CH:24][CH:25]=[CH:26][C:21]=2[N:20]=[C:19]1[C:27](O)=[O:28].CN(C(ON1N=NC2C=CC=NC1=2)=[N+](C)C)C.F[P-](F)(F)(F)(F)F.C(N(CC)CC)C. The catalyst is C(Cl)Cl. The product is [CH3:16][C:8]1([CH3:15])[C:9]2[C:10](=[N:11][CH:12]=[CH:13][N:14]=2)[N:6]([C@@H:4]2[CH2:5][C@H:2]([NH:1][C:27]([C:19]3[NH:18][C:22]4[CH:23]=[CH:24][CH:25]=[CH:26][C:21]=4[N:20]=3)=[O:28])[CH2:3]2)[C:7]1=[O:17]. The yield is 0.0913. (2) The reactants are [F:1][CH2:2][C@H:3]1[O:8][CH2:7][C@@H:6]([C:9]2[CH:14]=[CH:13][CH:12]=[CH:11][CH:10]=2)[N:5](C(OCC(Cl)(Cl)Cl)=O)[CH2:4]1.[F:1][CH2:2][CH:3]1[O:8][CH2:7][CH:6]([C:9]2[CH:10]=[CH:11][CH:12]=[CH:13][CH:14]=2)[N:5](C(OC(Cl)(Cl)Cl)=O)[CH2:4]1. The catalyst is [Zn].C(O)(=O)C. The product is [F:1][CH2:2][C@H:3]1[O:8][CH2:7][C@@H:6]([C:9]2[CH:10]=[CH:11][CH:12]=[CH:13][CH:14]=2)[NH:5][CH2:4]1. The yield is 0.270. (3) The catalyst is O1CCCC1.C(OCC)(=O)C. The reactants are O1[C:5]2([CH2:10][CH2:9][CH:8]([N:11]3[C:16](=[O:17])[C:15]([CH2:18][C:19]4[CH:24]=[CH:23][C:22]([C:25]5[C:26]([C:31]#[N:32])=[CH:27][CH:28]=[CH:29][CH:30]=5)=[C:21]([F:33])[CH:20]=4)=[C:14]([CH2:34][CH2:35][CH3:36])[N:13]4[N:37]=[CH:38][CH:39]=[C:12]34)[CH2:7][CH2:6]2)[O:4]CC1.Cl.[OH-].[Na+]. The yield is 0.910. The product is [F:33][C:21]1[CH:20]=[C:19]([CH2:18][C:15]2[C:16](=[O:17])[N:11]([C@H:8]3[CH2:9][CH2:10][C@H:5]([OH:4])[CH2:6][CH2:7]3)[C:12]3[N:13]([N:37]=[CH:38][CH:39]=3)[C:14]=2[CH2:34][CH2:35][CH3:36])[CH:24]=[CH:23][C:22]=1[C:25]1[C:26]([C:31]#[N:32])=[CH:27][CH:28]=[CH:29][CH:30]=1. (4) The reactants are [C:1]([OH:9])(=O)[C:2]1[CH:7]=[CH:6][CH:5]=[CH:4][CH:3]=1.C(C1NC=CN=1)(C1NC=CN=1)=O.[Cl:22][C:23]1[CH:42]=[CH:41][C:26]2[NH:27][C:28]([C:30]3[CH:40]=[CH:39][C:33](/[C:34](=[N:37]/[H])/[NH:35]O)=[CH:32][CH:31]=3)=[N:29][C:25]=2[CH:24]=1. The catalyst is CN(C=O)C. The product is [Cl:22][C:23]1[CH:42]=[CH:41][C:26]2[NH:27][C:28]([C:30]3[CH:31]=[CH:32][C:33]([C:34]4[N:37]=[C:1]([C:2]5[CH:3]=[CH:4][CH:5]=[CH:6][CH:7]=5)[O:9][N:35]=4)=[CH:39][CH:40]=3)=[N:29][C:25]=2[CH:24]=1. The yield is 0.601.